This data is from Forward reaction prediction with 1.9M reactions from USPTO patents (1976-2016). The task is: Predict the product of the given reaction. (1) Given the reactants [CH3:1][N:2]1[C:7]2[N:8]=[CH:9][C:10]([O:12][C:13]3[CH:14]=[N:15][C:16]([CH3:19])=[CH:17][CH:18]=3)=[CH:11][C:6]=2[C:5](=[O:20])[N:4]([CH2:21][CH2:22][CH2:23][O:24][CH:25]2[CH2:30][CH2:29][CH2:28][CH2:27][O:26]2)[C:3]1=[O:31].[Li+].CC([N-]C(C)C)C.[Cl:40][C:41]1[CH:48]=[CH:47][C:44]([CH:45]=[O:46])=[CH:43][CH:42]=1, predict the reaction product. The product is: [Cl:40][C:41]1[CH:48]=[CH:47][C:44]([CH:45]([OH:46])[C:11]2[C:6]3[C:5](=[O:20])[N:4]([CH2:21][CH2:22][CH2:23][O:24][CH:25]4[CH2:30][CH2:29][CH2:28][CH2:27][O:26]4)[C:3](=[O:31])[N:2]([CH3:1])[C:7]=3[N:8]=[CH:9][C:10]=2[O:12][C:13]2[CH:14]=[N:15][C:16]([CH3:19])=[CH:17][CH:18]=2)=[CH:43][CH:42]=1. (2) Given the reactants [Br:1][C:2]1[CH:3]=[C:4]2[C:8](=[CH:9][CH:10]=1)[NH:7][CH:6]=[C:5]2/[C:11](/[C:23]#[N:24])=[CH:12]/[C:13]1[CH:14]=[C:15]([CH:18]=[CH:19][C:20]=1[O:21][CH3:22])[C:16]#[N:17].CN(C=O)C.[CH3:30][N:31]([CH3:36])[CH2:32][C:33](O)=[O:34].C1CN([P+](ON2N=NC3C=CC=CC2=3)(N2CCCC2)N2CCCC2)CC1.F[P-](F)(F)(F)(F)F, predict the reaction product. The product is: [Br:1][C:2]1[CH:3]=[C:4]2[C:8](=[CH:9][CH:10]=1)[N:7]([C:33](=[O:34])[CH2:32][N:31]([CH3:36])[CH3:30])[CH:6]=[C:5]2/[C:11](/[C:23]#[N:24])=[CH:12]/[C:13]1[CH:14]=[C:15]([CH:18]=[CH:19][C:20]=1[O:21][CH3:22])[C:16]#[N:17]. (3) Given the reactants [NH2:1][C:2]1[C:3]([Br:13])=[C:4]([CH:9]=[C:10]([Cl:12])[CH:11]=1)[C:5]([O:7][CH3:8])=[O:6].[O:14]1[CH2:19][CH2:18][C:17](=O)[CH2:16][CH2:15]1.C(O)(=O)C.C(O[BH-](OC(=O)C)OC(=O)C)(=O)C.[Na+].C([O-])(O)=O.[Na+], predict the reaction product. The product is: [Br:13][C:3]1[C:2]([NH:1][CH:17]2[CH2:18][CH2:19][O:14][CH2:15][CH2:16]2)=[CH:11][C:10]([Cl:12])=[CH:9][C:4]=1[C:5]([O:7][CH3:8])=[O:6]. (4) Given the reactants [CH2:1]([O:8][C:9]1[C:14]2[CH2:15][CH2:16][O:17][C:13]=2[CH:12]=[C:11]([C:18]2[C:23]([C:24]#[N:25])=[C:22](Cl)[N:21]=[CH:20][N:19]=2)[CH:10]=1)[C:2]1[CH:7]=[CH:6][CH:5]=[CH:4][CH:3]=1.[SH:27][CH2:28][C:29]([NH2:31])=[O:30].C([O-])([O-])=O.[K+].[K+], predict the reaction product. The product is: [CH2:1]([O:8][C:9]1[C:14]2[CH2:15][CH2:16][O:17][C:13]=2[CH:12]=[C:11]([C:18]2[N:19]=[CH:20][N:21]=[C:22]([S:27][CH2:28][C:29]([NH2:31])=[O:30])[C:23]=2[C:24]#[N:25])[CH:10]=1)[C:2]1[CH:7]=[CH:6][CH:5]=[CH:4][CH:3]=1. (5) Given the reactants F[C:2]1[CH:7]=[C:6]([C:8]2[CH:9]=[C:10]([CH:12]=[CH:13][C:14]=2[CH3:15])[NH2:11])[CH:5]=[C:4]([F:16])[N:3]=1.[CH3:17][CH2:18][N:19](C(C)C)[CH:20]([CH3:22])[CH3:21].CS(C)=[O:28], predict the reaction product. The product is: [F:16][C:4]1[CH:5]=[C:6]([C:8]2[CH:9]=[C:10]([CH:12]=[CH:13][C:14]=2[CH3:15])[NH2:11])[CH:7]=[C:2]([N:19]2[CH2:18][CH2:17][O:28][CH2:21][C@H:20]2[CH3:22])[N:3]=1. (6) The product is: [C:12]([O:11][C:9]([NH:8][C:5]([CH3:7])([CH3:6])[C@H:4]([NH:16][C:52](=[O:53])[C:51]1[CH:50]=[CH:49][C:48]([C:47]#[C:46][C:45]#[C:44][C@@H:43]([OH:42])[CH2:57][OH:58])=[CH:56][CH:55]=1)[C:3]([O:2][CH3:1])=[O:17])=[O:10])([CH3:15])([CH3:14])[CH3:13]. Given the reactants [CH3:1][O:2][C:3](=[O:17])[C@@H:4]([NH2:16])[C:5]([NH:8][C:9]([O:11][C:12]([CH3:15])([CH3:14])[CH3:13])=[O:10])([CH3:7])[CH3:6].CN(C(ON1N=NC2C=CC=NC1=2)=[N+](C)C)C.F[P-](F)(F)(F)(F)F.[OH:42][C@@H:43]([CH2:57][OH:58])[C:44]#[C:45][C:46]#[C:47][C:48]1[CH:56]=[CH:55][C:51]([C:52](O)=[O:53])=[CH:50][CH:49]=1.CCN(C(C)C)C(C)C, predict the reaction product. (7) Given the reactants O[C:2]1[CH:7]=[CH:6][CH:5]=[C:4]([CH3:8])[C:3]=1[NH:9][C:10](=[O:21])[C:11]1[CH:16]=[C:15]([N+:17]([O-:19])=[O:18])[CH:14]=[CH:13][C:12]=1[F:20].O.C1(C)C=CC(S(O)(=O)=O)=CC=1, predict the reaction product. The product is: [N+:17]([C:15]1[CH:16]=[C:11]([C:10]2[O:21][C:2]3[CH:7]=[CH:6][CH:5]=[C:4]([CH3:8])[C:3]=3[N:9]=2)[C:12]([F:20])=[CH:13][CH:14]=1)([O-:19])=[O:18].